Dataset: Merck oncology drug combination screen with 23,052 pairs across 39 cell lines. Task: Regression. Given two drug SMILES strings and cell line genomic features, predict the synergy score measuring deviation from expected non-interaction effect. (1) Drug 1: C=CCn1c(=O)c2cnc(Nc3ccc(N4CCN(C)CC4)cc3)nc2n1-c1cccc(C(C)(C)O)n1. Synergy scores: synergy=7.23. Cell line: A2058. Drug 2: CS(=O)(=O)CCNCc1ccc(-c2ccc3ncnc(Nc4ccc(OCc5cccc(F)c5)c(Cl)c4)c3c2)o1. (2) Drug 1: CC1CC2C3CCC4=CC(=O)C=CC4(C)C3(F)C(O)CC2(C)C1(O)C(=O)CO. Drug 2: Cn1nnc2c(C(N)=O)ncn2c1=O. Cell line: NCIH23. Synergy scores: synergy=-0.811. (3) Drug 1: NC(=O)c1cccc2cn(-c3ccc(C4CCCNC4)cc3)nc12. Drug 2: Cn1c(=O)n(-c2ccc(C(C)(C)C#N)cc2)c2c3cc(-c4cnc5ccccc5c4)ccc3ncc21. Cell line: MSTO. Synergy scores: synergy=13.1. (4) Drug 2: CCc1cnn2c(NCc3ccc[n+]([O-])c3)cc(N3CCCCC3CCO)nc12. Cell line: SKOV3. Synergy scores: synergy=-9.48. Drug 1: CCN(CC)CCNC(=O)c1c(C)[nH]c(C=C2C(=O)Nc3ccc(F)cc32)c1C. (5) Drug 1: CN(Cc1cnc2nc(N)nc(N)c2n1)c1ccc(C(=O)NC(CCC(=O)O)C(=O)O)cc1. Drug 2: CC1(c2nc3c(C(N)=O)cccc3[nH]2)CCCN1. Cell line: UACC62. Synergy scores: synergy=2.35. (6) Drug 1: C#Cc1cccc(Nc2ncnc3cc(OCCOC)c(OCCOC)cc23)c1. Drug 2: CCC1(O)C(=O)OCc2c1cc1n(c2=O)Cc2cc3c(CN(C)C)c(O)ccc3nc2-1. Cell line: SKMES1. Synergy scores: synergy=25.7. (7) Synergy scores: synergy=7.05. Cell line: A2780. Drug 1: O=P1(N(CCCl)CCCl)NCCCO1. Drug 2: N#Cc1ccc(Cn2cncc2CN2CCN(c3cccc(Cl)c3)C(=O)C2)cc1. (8) Drug 1: N.N.O=C(O)C1(C(=O)O)CCC1.[Pt]. Drug 2: Cc1nc(Nc2ncc(C(=O)Nc3c(C)cccc3Cl)s2)cc(N2CCN(CCO)CC2)n1. Cell line: SKMEL30. Synergy scores: synergy=-27.1. (9) Synergy scores: synergy=16.0. Drug 2: Cn1cc(-c2cnn3c(N)c(Br)c(C4CCCNC4)nc23)cn1. Cell line: A2780. Drug 1: N.N.O=C(O)C1(C(=O)O)CCC1.[Pt]. (10) Drug 1: O=C(NOCC(O)CO)c1ccc(F)c(F)c1Nc1ccc(I)cc1F. Drug 2: CCc1cnn2c(NCc3ccc[n+]([O-])c3)cc(N3CCCCC3CCO)nc12. Cell line: MDAMB436. Synergy scores: synergy=7.56.